From a dataset of Catalyst prediction with 721,799 reactions and 888 catalyst types from USPTO. Predict which catalyst facilitates the given reaction. (1) Reactant: C(O[CH:4](O)[C:5]([C:7]1[CH:8]=[C:9]([NH:13][S:14]([C:17]2[CH:22]=[CH:21][CH:20]=[CH:19][CH:18]=2)(=[O:16])=[O:15])[CH:10]=[CH:11][CH:12]=1)=[O:6])C.Cl.Cl.[CH3:26][C:27]([NH2:41])([CH3:40])[CH2:28][CH2:29][N:30]1[C:34]2[CH:35]=[CH:36][CH:37]=[CH:38][C:33]=2[N:32]=[C:31]1[CH3:39].[BH4-].[Na+].FC(F)(F)C(O)=O. Product: [CH3:40][C:27]([NH:41][CH2:4][CH:5]([C:7]1[CH:8]=[C:9]([NH:13][S:14]([C:17]2[CH:18]=[CH:19][CH:20]=[CH:21][CH:22]=2)(=[O:15])=[O:16])[CH:10]=[CH:11][CH:12]=1)[OH:6])([CH3:26])[CH2:28][CH2:29][N:30]1[C:34]2[CH:35]=[CH:36][CH:37]=[CH:38][C:33]=2[N:32]=[C:31]1[CH3:39]. The catalyst class is: 8. (2) Reactant: [C:1]([C:5]1[O:9][N:8]=[C:7]([C:10](=O)[CH2:11][O:12][C:13](=O)[C:14]([S:17]([C:20]2[CH:25]=[CH:24][C:23]([Cl:26])=[CH:22][CH:21]=2)(=[O:19])=[O:18])([CH3:16])[CH3:15])[CH:6]=1)([CH3:4])([CH3:3])[CH3:2].C([NH2:32])(=O)C.B(F)(F)F.CCOCC. Product: [C:1]([C:5]1[O:9][N:8]=[C:7]([C:10]2[N:32]=[C:13]([C:14]([S:17]([C:20]3[CH:25]=[CH:24][C:23]([Cl:26])=[CH:22][CH:21]=3)(=[O:19])=[O:18])([CH3:16])[CH3:15])[O:12][CH:11]=2)[CH:6]=1)([CH3:4])([CH3:3])[CH3:2]. The catalyst class is: 673. (3) Reactant: IC.[F-].[CH2:4]([N+](CCCC)(CCCC)CCCC)CCC.[C:21]([O:25][C:26](=[O:54])[NH:27][C:28]([C:30]1[S:31][C:32]([S:52][CH3:53])=[C:33]([S:35]([C:38]2[CH:39]=[C:40]([C:45]3[CH:50]=[CH:49][CH:48]=[CH:47][C:46]=3[Cl:51])[CH:41]=[C:42]([OH:44])[CH:43]=2)(=[O:37])=[O:36])[CH:34]=1)=[NH:29])([CH3:24])([CH3:23])[CH3:22]. Product: [C:21]([O:25][C:26](=[O:54])[NH:27][C:28]([C:30]1[S:31][C:32]([S:52][CH3:53])=[C:33]([S:35]([C:38]2[CH:39]=[C:40]([C:45]3[CH:50]=[CH:49][CH:48]=[CH:47][C:46]=3[Cl:51])[CH:41]=[C:42]([O:44][CH3:4])[CH:43]=2)(=[O:36])=[O:37])[CH:34]=1)=[NH:29])([CH3:24])([CH3:23])[CH3:22]. The catalyst class is: 49. (4) Reactant: CCO[CH:4](OCC)[C:5]1[CH:10]=[CH:9][C:8]([CH:11]=[O:12])=[CH:7][CH:6]=1.[S:16]1[CH2:20][C:19](=[O:21])[NH:18][C:17]1=[O:22].N1CCCCC1.Cl. Product: [CH:11]([C:8]1[CH:7]=[CH:6][C:5]([CH:4]=[C:20]2[S:16][C:17](=[O:22])[NH:18][C:19]2=[O:21])=[CH:10][CH:9]=1)=[O:12]. The catalyst class is: 8.